Dataset: Reaction yield outcomes from USPTO patents with 853,638 reactions. Task: Predict the reaction yield, written as a fraction of the theoretical maximum amount of product (1.0 means a 100% yield; for example, 0.34 means a 34% yield). (1) The reactants are [NH2:1][C:2]([CH3:25])([CH3:24])[C@H:3]([NH:8][C:9](=[O:23])[C:10]1[CH:15]=[CH:14][C:13]([C:16]#[C:17][C:18]#[C:19][C@@H:20]([OH:22])[CH3:21])=[CH:12][CH:11]=1)[C:4]([NH:6][OH:7])=[O:5].C=O.[CH2:28](N)CCC.[BH3-]C#N.[Na+]. The catalyst is C1COCC1.CC(O)=O. The product is [OH:7][NH:6][C:4](=[O:5])[C@@H:3]([NH:8][C:9](=[O:23])[C:10]1[CH:15]=[CH:14][C:13]([C:16]#[C:17][C:18]#[C:19][C@@H:20]([OH:22])[CH3:21])=[CH:12][CH:11]=1)[C:2]([CH3:24])([NH:1][CH3:28])[CH3:25]. The yield is 0.310. (2) The reactants are [F:1][C:2]1[CH:19]=[CH:18][C:5](/[CH:6]=[CH:7]/[C:8]2[CH:9]=[C:10]([CH:15]=[CH:16][N:17]=2)[C:11]([O:13][CH3:14])=[O:12])=[CH:4][CH:3]=1. The catalyst is CO.[Pd]. The product is [F:1][C:2]1[CH:19]=[CH:18][C:5]([CH2:6][CH2:7][C:8]2[CH:9]=[C:10]([CH:15]=[CH:16][N:17]=2)[C:11]([O:13][CH3:14])=[O:12])=[CH:4][CH:3]=1. The yield is 0.990. (3) The reactants are [Cl:1][C:2]1[CH:7]=[CH:6][CH:5]=[CH:4][C:3]=1[N:8]1[C:12]([S:13][C:14]2[CH:19]=[CH:18][N:17]=[CH:16][CH:15]=2)=[CH:11][C:10]([C:20](OCC)=[O:21])=[N:9]1.[H-].C([Al+]CC(C)C)C(C)C.C1(C)C=CC=CC=1.O.O.O.O.O.O.O.O.O.O.[O-]S([O-])(=O)=O.[Na+].[Na+]. The catalyst is O1CCCC1. The product is [Cl:1][C:2]1[CH:7]=[CH:6][CH:5]=[CH:4][C:3]=1[N:8]1[C:12]([S:13][C:14]2[CH:19]=[CH:18][N:17]=[CH:16][CH:15]=2)=[CH:11][C:10]([CH:20]=[O:21])=[N:9]1. The yield is 0.660.